Dataset: Forward reaction prediction with 1.9M reactions from USPTO patents (1976-2016). Task: Predict the product of the given reaction. (1) Given the reactants Cl[C:2]1[CH:7]=[CH:6][C:5]([S:8]([NH:11][CH2:12][C:13]2[CH:14]=[N:15][CH:16]=[CH:17][CH:18]=2)(=[O:10])=[O:9])=[CH:4][C:3]=1[N+:19]([O-:21])=[O:20].[NH3:22].CO, predict the reaction product. The product is: [NH2:22][C:2]1[CH:7]=[CH:6][C:5]([S:8]([NH:11][CH2:12][C:13]2[CH:14]=[N:15][CH:16]=[CH:17][CH:18]=2)(=[O:10])=[O:9])=[CH:4][C:3]=1[N+:19]([O-:21])=[O:20]. (2) Given the reactants [NH2:1][C:2]1[CH:7]=[CH:6][C:5]([F:8])=[CH:4][C:3]=1[OH:9].Br[CH2:11][C:12]([C:14]1[CH:15]=[C:16]([CH:26]=[CH:27][CH:28]=1)[C:17]([O:19][CH2:20][CH2:21][Si:22]([CH3:25])([CH3:24])[CH3:23])=[O:18])=O, predict the reaction product. The product is: [F:8][C:5]1[CH:6]=[CH:7][C:2]2[N:1]=[C:12]([C:14]3[CH:15]=[C:16]([CH:26]=[CH:27][CH:28]=3)[C:17]([O:19][CH2:20][CH2:21][Si:22]([CH3:24])([CH3:23])[CH3:25])=[O:18])[CH2:11][O:9][C:3]=2[CH:4]=1. (3) Given the reactants [F:1][C:2]1[CH:24]=[CH:23][C:5]([O:6][C:7]2[CH:8]=[C:9]3[C:13](=[CH:14][C:15]=2[C:16]([NH2:18])=[O:17])[N:12]([CH2:19][CH:20]([CH3:22])[CH3:21])[N:11]=[CH:10]3)=[CH:4][CH:3]=1.C(N1C=CN=C1)(N1C=CN=C1)=O.[N:37]1([CH2:43][CH2:44][CH2:45]N)[CH2:42][CH2:41][O:40][CH2:39][CH2:38]1, predict the reaction product. The product is: [N:37]1([CH2:43][CH2:44][CH2:45][NH:18][C:16]([C:15]2[CH:14]=[C:13]3[C:9]([CH:10]=[N:11][N:12]3[CH2:19][CH:20]([CH3:22])[CH3:21])=[CH:8][C:7]=2[O:6][C:5]2[CH:23]=[CH:24][C:2]([F:1])=[CH:3][CH:4]=2)=[O:17])[CH2:42][CH2:41][O:40][CH2:39][CH2:38]1. (4) Given the reactants [CH3:1][O:2][C:3](=[O:19])[C:4]1[CH:9]=[C:8]([OH:10])[CH:7]=[C:6]([O:11][CH2:12][C:13]2[CH:18]=[CH:17][CH:16]=[CH:15][CH:14]=2)[CH:5]=1.C(N(C(C)C)CC)(C)C.[F:29][C:30]([F:43])([F:42])[S:31](O[S:31]([C:30]([F:43])([F:42])[F:29])(=[O:33])=[O:32])(=[O:33])=[O:32], predict the reaction product. The product is: [CH3:1][O:2][C:3](=[O:19])[C:4]1[CH:9]=[C:8]([O:10][S:31]([C:30]([F:43])([F:42])[F:29])(=[O:33])=[O:32])[CH:7]=[C:6]([O:11][CH2:12][C:13]2[CH:18]=[CH:17][CH:16]=[CH:15][CH:14]=2)[CH:5]=1.